From a dataset of Reaction yield outcomes from USPTO patents with 853,638 reactions. Predict the reaction yield, written as a fraction of the theoretical maximum amount of product (1.0 means a 100% yield; for example, 0.34 means a 34% yield). (1) The reactants are [NH2:1][C:2]1[N:11]=[CH:10][C:9]2[CH2:8][CH2:7][C:6]3[C:12]([C:16]([O:18][CH2:19][CH3:20])=[O:17])=[N:13][N:14]([CH3:15])[C:5]=3[C:4]=2[N:3]=1.[Br:21][C:22]1[CH:23]=[CH:24][C:25](I)=[C:26]([CH:29]=1)[C:27]#[N:28].C(=O)([O-])[O-].[Cs+].[Cs+].CC(C1C=C(C(C)C)C(C2C=CC=CC=2P(C2CCCCC2)C2CCCCC2)=C(C(C)C)C=1)C. The catalyst is O1CCOCC1.C1C=CC(/C=C/C(/C=C/C2C=CC=CC=2)=O)=CC=1.C1C=CC(/C=C/C(/C=C/C2C=CC=CC=2)=O)=CC=1.C1C=CC(/C=C/C(/C=C/C2C=CC=CC=2)=O)=CC=1.[Pd].[Pd]. The product is [Br:21][C:22]1[CH:23]=[CH:24][C:25]([NH:1][C:2]2[N:11]=[CH:10][C:9]3[CH2:8][CH2:7][C:6]4[C:12]([C:16]([O:18][CH2:19][CH3:20])=[O:17])=[N:13][N:14]([CH3:15])[C:5]=4[C:4]=3[N:3]=2)=[C:26]([C:27]#[N:28])[CH:29]=1. The yield is 0.200. (2) The reactants are [Br:1][C:2]1[CH:3]=[C:4]([CH3:27])[C:5]([O:8][C:9]2[CH:14]=[C:13]([O:15][CH2:16][CH2:17][O:18][CH3:19])[CH:12]=[CH:11][C:10]=2/[CH:20]=[CH:21]/[C:22]([O:24]CC)=[O:23])=[N:6][CH:7]=1.[OH-].[Na+]. The catalyst is O1CCCC1.C(O)C. The product is [Br:1][C:2]1[CH:3]=[C:4]([CH3:27])[C:5]([O:8][C:9]2[CH:14]=[C:13]([O:15][CH2:16][CH2:17][O:18][CH3:19])[CH:12]=[CH:11][C:10]=2/[CH:20]=[CH:21]/[C:22]([OH:24])=[O:23])=[N:6][CH:7]=1. The yield is 0.950. (3) The reactants are [NH:1]1[C:5]2[CH:6]=[CH:7][CH:8]=[CH:9][C:4]=2[N:3]=[C:2]1[CH2:10][N:11]([CH2:22][CH2:23][CH:24]([CH3:26])[CH3:25])[CH:12]1[C:21]2[N:20]=[CH:19][CH:18]=[CH:17][C:16]=2[CH2:15][CH2:14][CH2:13]1.Br[CH2:28][CH2:29][CH2:30][C:31]#[N:32].CN(CC1N(CC2C=NC=CC=2)C2C=CC=CC=2N=1)C1C2N=CC=CC=2CCC1. No catalyst specified. The product is [CH3:25][CH:24]([CH3:26])[CH2:23][CH2:22][N:11]([CH2:10][C:2]1[N:3]([CH2:28][CH2:29][CH2:30][C:31]#[N:32])[C:4]2[CH:9]=[CH:8][CH:7]=[CH:6][C:5]=2[N:1]=1)[CH:12]1[C:21]2[N:20]=[CH:19][CH:18]=[CH:17][C:16]=2[CH2:15][CH2:14][CH2:13]1. The yield is 0.290. (4) The reactants are [F:1][C:2]1[CH:8]=[CH:7][C:5]([NH2:6])=[C:4]([N+:9]([O-])=O)[CH:3]=1.O=[C:13]([C:19](OCC)=[O:20])[C:14]([O:16][CH2:17][CH3:18])=[O:15].O.O.[Sn](Cl)Cl. The catalyst is C(O)C. The product is [F:1][C:2]1[CH:3]=[C:4]2[C:5](=[CH:7][CH:8]=1)[NH:6][CH:13]([C:14]([O:16][CH2:17][CH3:18])=[O:15])[C:19](=[O:20])[NH:9]2. The yield is 0.160.